This data is from Full USPTO retrosynthesis dataset with 1.9M reactions from patents (1976-2016). The task is: Predict the reactants needed to synthesize the given product. Given the product [CH3:50][C:49]1[CH:9]=[CH:10][N:11]=[C:12]([NH:8][C:6](=[O:7])[N:3]([CH3:4])[CH2:2][CH2:1][CH2:30][O:29][C:17]2[CH:18]=[CH:19][C:20]3[C:21]([C:25]([F:26])([F:27])[F:28])=[N:22][O:23][C:24]=3[C:16]=2[CH2:13][CH2:14][CH3:15])[CH:48]=1, predict the reactants needed to synthesize it. The reactants are: [CH:1]1N=[CH:4][N:3]([C:6]([N:8]2[CH:12]=[N:11][CH:10]=[CH:9]2)=[O:7])[CH:2]=1.[CH2:13]([C:16]1[C:24]2[O:23][N:22]=[C:21]([C:25]([F:28])([F:27])[F:26])[C:20]=2[CH:19]=[CH:18][C:17]=1[O:29][CH2:30]CCNC)[CH2:14][CH3:15].[Li+].C[Si]([N-][Si](C)(C)C)(C)C.NC1C=[CH:50][CH:49]=[CH:48]N=1.[NH4+].[Cl-].